From a dataset of Full USPTO retrosynthesis dataset with 1.9M reactions from patents (1976-2016). Predict the reactants needed to synthesize the given product. (1) Given the product [Br:12][C:10]1[CH:11]=[C:2]([NH:1][CH:14]2[CH2:18][CH2:17][CH2:16][CH2:15]2)[C:3]([CH3:13])=[C:4]([CH:9]=1)[C:5]([O:7][CH3:8])=[O:6], predict the reactants needed to synthesize it. The reactants are: [NH2:1][C:2]1[C:3]([CH3:13])=[C:4]([CH:9]=[C:10]([Br:12])[CH:11]=1)[C:5]([O:7][CH3:8])=[O:6].[C:14]1(=O)[CH2:18][CH2:17][CH2:16][CH2:15]1.C(O)(=O)C.[BH3-]C#N.[Na+]. (2) Given the product [CH3:32][O:33][C:34](=[O:51])/[CH:35]=[CH:36]/[C:37]1[CH:42]=[CH:41][C:40]([CH2:43][N:44]2[CH2:48][CH2:47][CH2:46][C@@H:45]2[CH2:49][N:66]=[N+:67]=[N-:68])=[CH:39][CH:38]=1, predict the reactants needed to synthesize it. The reactants are: C1(P(C2C=CC=CC=2)C2C=CC=CC=2)C=CC=CC=1.N(C(OCC)=O)=NC(OCC)=O.[CH3:32][O:33][C:34](=[O:51])/[CH:35]=[CH:36]/[C:37]1[CH:42]=[CH:41][C:40]([CH2:43][N:44]2[CH2:48][CH2:47][CH2:46][C@@H:45]2[CH2:49]O)=[CH:39][CH:38]=1.C1(P([N:66]=[N+:67]=[N-:68])(C2C=CC=CC=2)=O)C=CC=CC=1.